This data is from Forward reaction prediction with 1.9M reactions from USPTO patents (1976-2016). The task is: Predict the product of the given reaction. Given the reactants [CH3:1][N:2]([C:22]1[CH:27]=[N:26][C:25]([C:28]([F:31])([F:30])[F:29])=[CH:24][N:23]=1)[C@H:3]1[CH2:7][CH2:6][CH2:5][C@@H:4]1[NH:8][C:9](=[O:21])[C:10]1[CH:15]=[CH:14][CH:13]=[CH:12][C:11]=1[N:16]1[N:20]=[CH:19][CH:18]=[N:17]1.CN(C1C=NC(C(F)(F)[F:47])=CN=1)[C@H]1CCC[C@@H]1N.FC1C=CC(N2N=CC=N2)=C(C=1)C(O)=O, predict the reaction product. The product is: [F:47][C:14]1[CH:13]=[CH:12][C:11]([N:16]2[N:20]=[CH:19][CH:18]=[N:17]2)=[C:10]([CH:15]=1)[C:9]([NH:8][C@H:4]1[CH2:5][CH2:6][CH2:7][C@@H:3]1[N:2]([CH3:1])[C:22]1[CH:27]=[N:26][C:25]([C:28]([F:29])([F:31])[F:30])=[CH:24][N:23]=1)=[O:21].